From a dataset of Reaction yield outcomes from USPTO patents with 853,638 reactions. Predict the reaction yield, written as a fraction of the theoretical maximum amount of product (1.0 means a 100% yield; for example, 0.34 means a 34% yield). (1) The catalyst is C1COCC1.C(OCC)(=O)C.O. The yield is 0.930. The reactants are [Br:1][CH2:2][C:3](Br)=[O:4].[C:6]([N:13]1[CH2:18][CH2:17][NH:16][CH2:15][CH2:14]1)([O:8][C:9]([CH3:12])([CH3:11])[CH3:10])=[O:7].C(N(CC)CC)C. The product is [C:6]([N:13]1[CH2:14][CH2:15][N:16]([C:3](=[O:4])[CH2:2][Br:1])[CH2:17][CH2:18]1)([O:8][C:9]([CH3:12])([CH3:11])[CH3:10])=[O:7]. (2) The product is [Cl:12][C:13]1[CH:18]=[CH:17][C:16]([NH:19][C:20]([N:22]2[CH2:26][C:25](=[O:27])[CH2:24][C@@H:23]2[C:28]([NH:30][C:31]2[CH:36]=[CH:35][C:34]([N:37]3[CH2:42][CH2:41][O:40][CH2:39][C:38]3=[O:43])=[CH:33][CH:32]=2)=[O:29])=[O:21])=[CH:15][CH:14]=1. The reactants are [Cr](Cl)([O-])(=O)=O.[NH+]1C=CC=CC=1.[Cl:12][C:13]1[CH:18]=[CH:17][C:16]([NH:19][C:20]([N:22]2[CH2:26][C@H:25]([OH:27])[CH2:24][C@@H:23]2[C:28]([NH:30][C:31]2[CH:36]=[CH:35][C:34]([N:37]3[CH2:42][CH2:41][O:40][CH2:39][C:38]3=[O:43])=[CH:33][CH:32]=2)=[O:29])=[O:21])=[CH:15][CH:14]=1. The catalyst is C(Cl)Cl. The yield is 0.470. (3) The reactants are [CH3:1][O:2][C:3](=[O:15])[C:4]1[CH:9]=[CH:8][C:7]([CH2:10][NH:11][CH:12]=O)=[N:6][C:5]=1[Cl:14].O(Cl)Cl.[P+5].[OH-].[Na+]. The catalyst is C1(C)C=CC=CC=1.C(OCC)(=O)C. The yield is 0.880. The product is [CH3:1][O:2][C:3]([C:4]1[CH:9]=[CH:8][C:7]2[N:6]([CH:12]=[N:11][CH:10]=2)[C:5]=1[Cl:14])=[O:15].